From a dataset of NCI-60 drug combinations with 297,098 pairs across 59 cell lines. Regression. Given two drug SMILES strings and cell line genomic features, predict the synergy score measuring deviation from expected non-interaction effect. (1) Drug 1: CCCS(=O)(=O)NC1=C(C(=C(C=C1)F)C(=O)C2=CNC3=C2C=C(C=N3)C4=CC=C(C=C4)Cl)F. Drug 2: CC1=C(N=C(N=C1N)C(CC(=O)N)NCC(C(=O)N)N)C(=O)NC(C(C2=CN=CN2)OC3C(C(C(C(O3)CO)O)O)OC4C(C(C(C(O4)CO)O)OC(=O)N)O)C(=O)NC(C)C(C(C)C(=O)NC(C(C)O)C(=O)NCCC5=NC(=CS5)C6=NC(=CS6)C(=O)NCCC[S+](C)C)O. Cell line: OVCAR-4. Synergy scores: CSS=-2.66, Synergy_ZIP=-2.20, Synergy_Bliss=-7.22, Synergy_Loewe=-17.3, Synergy_HSA=-9.51. (2) Drug 1: CN1C(=O)N2C=NC(=C2N=N1)C(=O)N. Drug 2: CC1=C2C(C(=O)C3(C(CC4C(C3C(C(C2(C)C)(CC1OC(=O)C(C(C5=CC=CC=C5)NC(=O)C6=CC=CC=C6)O)O)OC(=O)C7=CC=CC=C7)(CO4)OC(=O)C)O)C)OC(=O)C. Cell line: SNB-19. Synergy scores: CSS=10.7, Synergy_ZIP=2.68, Synergy_Bliss=0.638, Synergy_Loewe=-42.2, Synergy_HSA=-7.97.